From a dataset of Catalyst prediction with 721,799 reactions and 888 catalyst types from USPTO. Predict which catalyst facilitates the given reaction. (1) Reactant: C[O:2][C:3](=O)[C:4]1[CH:9]=[CH:8][C:7]([NH:10][C:11]2[CH:16]=[C:15]([C:17]3[CH:22]=[C:21]([Cl:23])[CH:20]=[CH:19][C:18]=3[O:24][CH3:25])[N:14]=[C:13]([NH2:26])[N:12]=2)=[CH:6][CH:5]=1.[H-].[Al+3].[Li+].[H-].[H-].[H-].[OH-].[Na+]. Product: [NH2:26][C:13]1[N:12]=[C:11]([NH:10][C:7]2[CH:8]=[CH:9][C:4]([CH2:3][OH:2])=[CH:5][CH:6]=2)[CH:16]=[C:15]([C:17]2[CH:22]=[C:21]([Cl:23])[CH:20]=[CH:19][C:18]=2[O:24][CH3:25])[N:14]=1. The catalyst class is: 7. (2) Reactant: [CH:1]1([CH2:6][CH:7]([N:11]2[C:16](=[O:17])[CH:15]=[C:14]([O:18][C:19]3[CH:24]=[CH:23][CH:22]=[CH:21][CH:20]=3)[CH:13]=[N:12]2)[C:8](O)=[O:9])[CH2:5][CH2:4][CH2:3][CH2:2]1.C(N(CC)C(C)C)(C)C.[B-](F)(F)(F)F.CN(C(ON1C(=O)CCC1=O)=[N+](C)C)C.[NH2:54][C:55]1[CH:59]=[CH:58][N:57]([CH2:60][C:61]([CH3:64])([OH:63])[CH3:62])[N:56]=1. Product: [CH:1]1([CH2:6][CH:7]([N:11]2[C:16](=[O:17])[CH:15]=[C:14]([O:18][C:19]3[CH:24]=[CH:23][CH:22]=[CH:21][CH:20]=3)[CH:13]=[N:12]2)[C:8]([NH:54][C:55]2[CH:59]=[CH:58][N:57]([CH2:60][C:61]([OH:63])([CH3:62])[CH3:64])[N:56]=2)=[O:9])[CH2:5][CH2:4][CH2:3][CH2:2]1. The catalyst class is: 2. (3) Reactant: [Cl:1][C:2]1[CH:17]=[CH:16][C:5]([CH2:6][N:7]([CH:11]2[CH2:15][CH2:14][NH:13][CH2:12]2)[CH2:8][CH2:9][OH:10])=[CH:4][CH:3]=1.C(=O)([O-])[O-].[K+].[K+].Br[CH2:25][CH2:26]/[CH:27]=[C:28]1/[C:29]2[CH:42]=[C:41]([C:43]([OH:46])([CH3:45])[CH3:44])[CH:40]=[CH:39][C:30]=2[O:31][CH2:32][C:33]2[N:38]=[CH:37][CH:36]=[CH:35][C:34]/1=2. Product: [Cl:1][C:2]1[CH:3]=[CH:4][C:5]([CH2:6][N:7]([CH2:8][CH2:9][OH:10])[CH:11]2[CH2:15][CH2:14][N:13]([CH2:25][CH2:26][CH:27]=[C:28]3[C:34]4[CH:35]=[CH:36][CH:37]=[N:38][C:33]=4[CH2:32][O:31][C:30]4[CH:39]=[CH:40][C:41]([C:43]([OH:46])([CH3:45])[CH3:44])=[CH:42][C:29]3=4)[CH2:12]2)=[CH:16][CH:17]=1. The catalyst class is: 47. (4) Reactant: [F:1][C:2]1[CH:7]=[CH:6][C:5]([C:8]2[O:9][C:10]3[CH:21]=[C:20]([N+:22]([O-:24])=[O:23])[C:19]([O:25][CH:26]([CH3:28])[CH3:27])=[CH:18][C:11]=3[C:12]=2[C:13]2[NH:14][CH2:15][CH2:16][N:17]=2)=[CH:4][CH:3]=1.CC(OI1(OC(C)=O)(OC(C)=O)OC(=O)C2C=CC=CC1=2)=O. The catalyst class is: 58. Product: [F:1][C:2]1[CH:3]=[CH:4][C:5]([C:8]2[O:9][C:10]3[CH:21]=[C:20]([N+:22]([O-:24])=[O:23])[C:19]([O:25][CH:26]([CH3:28])[CH3:27])=[CH:18][C:11]=3[C:12]=2[C:13]2[NH:17][CH:16]=[CH:15][N:14]=2)=[CH:6][CH:7]=1. (5) Reactant: [O:1]1[C:5]2[CH:6]=[CH:7][C:8]([CH2:10][C:11]3[N:12]=[CH:13][NH:14][CH:15]=3)=[CH:9][C:4]=2[O:3][CH2:2]1.C([O-])(O)=O.[Na+].C1C=CC(OC(Cl)=[S:29])=CC=1. Product: [O:1]1[C:5]2[CH:6]=[CH:7][C:8]([CH2:10][C:11]3[NH:12][C:13](=[S:29])[NH:14][CH:15]=3)=[CH:9][C:4]=2[O:3][CH2:2]1. The catalyst class is: 20. (6) Reactant: [Si:1]([O:8][C:9]1[CH:10]=[C:11]([CH:14]=[C:15](/[CH:17]=[CH:18]/[CH2:19][O:20][CH3:21])[CH:16]=1)[CH:12]=O)([C:4]([CH3:7])([CH3:6])[CH3:5])([CH3:3])[CH3:2].[CH:22]1([NH2:25])[CH2:24][CH2:23]1.S([O-])([O-])(=O)=O.[Mg+2].[BH4-].[Na+]. Product: [Si:1]([O:8][C:9]1[CH:10]=[C:11]([CH:14]=[C:15](/[CH:17]=[CH:18]/[CH2:19][O:20][CH3:21])[CH:16]=1)[CH2:12][NH:25][CH:22]1[CH2:24][CH2:23]1)([C:4]([CH3:7])([CH3:6])[CH3:5])([CH3:3])[CH3:2]. The catalyst class is: 61. (7) Reactant: C[Si]([N-][Si](C)(C)C)(C)C.[K+].[I:11][C:12]1[CH:17]=[CH:16][C:15]([C:18](=[O:28])[CH2:19][C:20]2[CH:25]=[CH:24][C:23]([O:26][CH3:27])=[CH:22][CH:21]=2)=[CH:14][CH:13]=1.[CH3:29][O:30][C:31]1[CH:32]=[C:33]([CH:36]=[CH:37][CH:38]=1)[CH2:34]Cl. Product: [I:11][C:12]1[CH:17]=[CH:16][C:15]([C:18](=[O:28])[CH:19]([C:20]2[CH:25]=[CH:24][C:23]([O:26][CH3:27])=[CH:22][CH:21]=2)[CH2:34][C:33]2[CH:36]=[CH:37][CH:38]=[C:31]([O:30][CH3:29])[CH:32]=2)=[CH:14][CH:13]=1. The catalyst class is: 1. (8) Reactant: C[O:2][C:3](=[O:24])[CH2:4][CH2:5][C:6]1[CH:11]=[CH:10][C:9]([O:12][CH2:13][CH2:14][C@@H:15]([O:18]S(C)(=O)=O)[CH2:16][CH3:17])=[CH:8][C:7]=1[CH3:23].[Cl:25][C:26]1[CH:31]=[CH:30][C:29](O)=[C:28]([O:33][C:34]2[CH:39]=[CH:38][CH:37]=[CH:36][CH:35]=2)[CH:27]=1.C(=O)([O-])[O-].[Cs+].[Cs+].[OH-].[Na+]. Product: [Cl:25][C:26]1[CH:31]=[CH:30][C:29]([O:18][C@H:15]([CH2:16][CH3:17])[CH2:14][CH2:13][O:12][C:9]2[CH:10]=[CH:11][C:6]([CH2:5][CH2:4][C:3]([OH:2])=[O:24])=[C:7]([CH3:23])[CH:8]=2)=[C:28]([O:33][C:34]2[CH:35]=[CH:36][CH:37]=[CH:38][CH:39]=2)[CH:27]=1. The catalyst class is: 3. (9) Reactant: [ClH:1].C(OC(=O)[NH:8][CH:9]([C:12]([C:14]1[O:15][C:16]2[CH:22]=[CH:21][CH:20]=[CH:19][C:17]=2[N:18]=1)=[O:13])[CH2:10][CH3:11])(C)(C)C. Product: [ClH:1].[NH2:8][CH:9]([CH2:10][CH3:11])[C:12]([C:14]1[O:15][C:16]2[CH:22]=[CH:21][CH:20]=[CH:19][C:17]=2[N:18]=1)=[O:13]. The catalyst class is: 258. (10) Reactant: [CH3:1][C:2]1([CH3:14])[C:7]2([CH2:12][CH:11]([OH:13])[CH2:10][CH2:9][CH2:8]2)[CH:6]=[CH:5][CH2:4][CH2:3]1.CC(OI1(OC(C)=O)(OC(C)=O)OC(=O)C2C1=CC=CC=2)=O.S([O-])([O-])=O.[Na+].[Na+]. Product: [CH3:1][C:2]1([CH3:14])[C:7]2([CH2:12][C:11](=[O:13])[CH2:10][CH2:9][CH2:8]2)[CH:6]=[CH:5][CH2:4][CH2:3]1. The catalyst class is: 22.